This data is from Catalyst prediction with 721,799 reactions and 888 catalyst types from USPTO. The task is: Predict which catalyst facilitates the given reaction. Reactant: CC(OI1(OC(C)=O)(OC(C)=O)OC(=O)C2C=CC=CC1=2)=O.[OH:23][CH2:24][CH2:25][N:26]1[CH2:30][CH2:29][C:28]([C:37]2[CH:42]=[CH:41][CH:40]=[CH:39][CH:38]=2)([C:31]2[CH:36]=[CH:35][CH:34]=[CH:33][CH:32]=2)[C:27]1=[O:43]. The catalyst class is: 268. Product: [O:43]=[C:27]1[C:28]([C:37]2[CH:38]=[CH:39][CH:40]=[CH:41][CH:42]=2)([C:31]2[CH:36]=[CH:35][CH:34]=[CH:33][CH:32]=2)[CH2:29][CH2:30][N:26]1[CH2:25][CH:24]=[O:23].